This data is from Reaction yield outcomes from USPTO patents with 853,638 reactions. The task is: Predict the reaction yield, written as a fraction of the theoretical maximum amount of product (1.0 means a 100% yield; for example, 0.34 means a 34% yield). The catalyst is CN(C)C=O. The product is [CH3:22][O:20][C:19](=[O:21])[C@@H:9]([CH2:10][O:11][CH2:12][C:13]1[CH:14]=[CH:15][CH:16]=[CH:17][CH:18]=1)[NH:8][C:6]([O:5][C:1]([CH3:4])([CH3:2])[CH3:3])=[O:7]. The yield is 0.960. The reactants are [C:1]([O:5][C:6]([NH:8][C@@H:9]([C:19]([OH:21])=[O:20])[CH2:10][O:11][CH2:12][C:13]1[CH:18]=[CH:17][CH:16]=[CH:15][CH:14]=1)=[O:7])([CH3:4])([CH3:3])[CH3:2].[C:22](=O)(O)[O-].[Na+].CI.